Dataset: Peptide-MHC class I binding affinity with 185,985 pairs from IEDB/IMGT. Task: Regression. Given a peptide amino acid sequence and an MHC pseudo amino acid sequence, predict their binding affinity value. This is MHC class I binding data. (1) The peptide sequence is GLITSTVTG. The MHC is HLA-A02:01 with pseudo-sequence HLA-A02:01. The binding affinity (normalized) is 0.129. (2) The peptide sequence is KLTQGRQTY. The MHC is HLA-B15:01 with pseudo-sequence HLA-B15:01. The binding affinity (normalized) is 0.516. (3) The peptide sequence is YVLLLFLLLA. The MHC is HLA-A02:01 with pseudo-sequence HLA-A02:01. The binding affinity (normalized) is 0.375. (4) The peptide sequence is PEDPIEVALY. The MHC is HLA-A23:01 with pseudo-sequence HLA-A23:01. The binding affinity (normalized) is 0. (5) The peptide sequence is FLVPFVVFL. The MHC is HLA-A02:03 with pseudo-sequence HLA-A02:03. The binding affinity (normalized) is 1.00. (6) The peptide sequence is IPCMDVVL. The MHC is HLA-B51:01 with pseudo-sequence HLA-B51:01. The binding affinity (normalized) is 0.337. (7) The peptide sequence is GLKELGDWV. The MHC is HLA-B58:01 with pseudo-sequence HLA-B58:01. The binding affinity (normalized) is 0.0847. (8) The peptide sequence is LEALSPPLL. The MHC is HLA-B40:01 with pseudo-sequence HLA-B40:01. The binding affinity (normalized) is 0.834.